This data is from Full USPTO retrosynthesis dataset with 1.9M reactions from patents (1976-2016). The task is: Predict the reactants needed to synthesize the given product. (1) Given the product [CH2:29]([N:8]1[C:7]2[N:6]=[CH:5][NH:4][C:3]=2[C:2](=[O:1])[N:10]2[C:13]([CH2:14][CH2:15][CH2:16][C:17]3[O:21][N:20]=[C:19]([C:22]4[CH:27]=[CH:26][CH:25]=[CH:24][CH:23]=4)[N:18]=3)=[N:12][N:11]=[C:9]12)[CH2:30][CH2:31][CH2:32][CH3:33], predict the reactants needed to synthesize it. The reactants are: [O:1]=[C:2]1[NH:10]/[C:9](=[N:11]\[NH:12][C:13](=O)[CH2:14][CH2:15][CH2:16][C:17]2[O:21][N:20]=[C:19]([C:22]3[CH:27]=[CH:26][CH:25]=[CH:24][CH:23]=3)[N:18]=2)/[N:8]([CH2:29][CH2:30][CH2:31][CH2:32][CH3:33])[C:7]2[N:6]=[CH:5][NH:4][C:3]1=2. (2) Given the product [CH:23]([C:25]1[CH:30]=[CH:29][C:28]([C:2]2[CH:3]=[CH:4][C:5]3[O:9][C:8]([CH:10]4[CH2:15][CH2:14][N:13]([C:16]([O:18][CH:19]([CH3:21])[CH3:20])=[O:17])[CH2:12][CH2:11]4)=[N:7][C:6]=3[CH:22]=2)=[CH:27][CH:26]=1)=[O:24], predict the reactants needed to synthesize it. The reactants are: Br[C:2]1[CH:3]=[CH:4][C:5]2[O:9][C:8]([CH:10]3[CH2:15][CH2:14][N:13]([C:16]([O:18][CH:19]([CH3:21])[CH3:20])=[O:17])[CH2:12][CH2:11]3)=[N:7][C:6]=2[CH:22]=1.[CH:23]([C:25]1[CH:30]=[CH:29][C:28](B(O)O)=[CH:27][CH:26]=1)=[O:24]. (3) The reactants are: [F:1][C:2]1[CH:3]=[C:4]([CH2:8][NH2:9])[CH:5]=[CH:6][CH:7]=1.Cl[C:11]1[CH:21]=[C:15]2[N:16]([CH3:20])[CH2:17][CH2:18][CH2:19][N:14]2[C:13](=[O:22])[N:12]=1. Given the product [F:1][C:2]1[CH:3]=[C:4]([CH:5]=[CH:6][CH:7]=1)[CH2:8][NH:9][C:11]1[CH:21]=[C:15]2[N:16]([CH3:20])[CH2:17][CH2:18][CH2:19][N:14]2[C:13](=[O:22])[N:12]=1, predict the reactants needed to synthesize it. (4) Given the product [Br:1][C:2]1[CH:3]=[C:4]2[C:9](=[CH:10][CH:11]=1)[N:8]=[CH:7][C:6]([N+:12]([O-:14])=[O:13])=[C:5]2[C:15]([C:16]1[CH:21]=[CH:20][C:19]([C:22]([CH3:26])([CH3:25])[C:23]#[N:24])=[CH:18][CH:17]=1)=[O:29], predict the reactants needed to synthesize it. The reactants are: [Br:1][C:2]1[CH:3]=[C:4]2[C:9](=[CH:10][CH:11]=1)[N:8]=[CH:7][C:6]([N+:12]([O-:14])=[O:13])=[C:5]2[CH2:15][C:16]1[CH:21]=[CH:20][C:19]([C:22]([CH3:26])([CH3:25])[C:23]#[N:24])=[CH:18][CH:17]=1.S([O-])([O-])(=[O:29])=S.[Na+].[Na+].